Predict the reaction yield, written as a fraction of the theoretical maximum amount of product (1.0 means a 100% yield; for example, 0.34 means a 34% yield). From a dataset of Reaction yield outcomes from USPTO patents with 853,638 reactions. (1) The reactants are [CH2:1]([C:3]1[N:7]([CH3:8])[N:6]([C:9]2[CH:14]=[CH:13][C:12]([F:15])=[CH:11][CH:10]=2)[C:5](=[O:16])[C:4]=1[C:17]([OH:19])=O)[CH3:2].O1CCCC1.C(Cl)(=O)C(Cl)=O.[NH2:31][C:32]1[CH:53]=[CH:52][C:35]([O:36][C:37]2[CH:38]=[CH:39][C:40]3[N:41]([CH:43]=[C:44]([NH:46][C:47]([CH:49]4[CH2:51][CH2:50]4)=[O:48])[N:45]=3)[CH:42]=2)=[C:34]([F:54])[CH:33]=1. The catalyst is CN(C)C=O.CN(C)C(=O)C. The product is [CH:49]1([C:47]([NH:46][C:44]2[N:45]=[C:40]3[CH:39]=[CH:38][C:37]([O:36][C:35]4[CH:52]=[CH:53][C:32]([NH:31][C:17]([C:4]5[C:5](=[O:16])[N:6]([C:9]6[CH:10]=[CH:11][C:12]([F:15])=[CH:13][CH:14]=6)[N:7]([CH3:8])[C:3]=5[CH2:1][CH3:2])=[O:19])=[CH:33][C:34]=4[F:54])=[CH:42][N:41]3[CH:43]=2)=[O:48])[CH2:50][CH2:51]1. The yield is 0.470. (2) The reactants are [CH3:1][O:2][C:3]1[CH:11]=[C:10]2[C:6]([C:7]([CH:13]=O)=[CH:8][N:9]2[CH3:12])=[CH:5][CH:4]=1.C[C:16]1[NH:17]C2C(C=1C=O)=CC=CC=2. No catalyst specified. The product is [CH3:1][O:2][C:3]1[CH:11]=[C:10]2[C:6]([C:7]([CH2:13][NH:17][CH3:16])=[CH:8][N:9]2[CH3:12])=[CH:5][CH:4]=1. The yield is 0.870.